This data is from Reaction yield outcomes from USPTO patents with 853,638 reactions. The task is: Predict the reaction yield, written as a fraction of the theoretical maximum amount of product (1.0 means a 100% yield; for example, 0.34 means a 34% yield). (1) The reactants are [OH-].[Na+].[CH2:3]([O:14][C:15]1[CH:16]=[C:17]([CH:22]=[CH:23][CH:24]=1)[C:18]([O:20]C)=[O:19])[CH2:4][CH2:5]/[CH:6]=[CH:7]\[CH2:8][CH2:9][CH2:10][CH2:11][CH2:12][CH3:13]. The catalyst is CO. The product is [CH2:3]([O:14][C:15]1[CH:16]=[C:17]([CH:22]=[CH:23][CH:24]=1)[C:18]([OH:20])=[O:19])[CH2:4][CH2:5]/[CH:6]=[CH:7]\[CH2:8][CH2:9][CH2:10][CH2:11][CH2:12][CH3:13]. The yield is 0.960. (2) The reactants are [NH2:1][C:2]1[N:6]([C:7]([CH3:10])([CH3:9])[CH3:8])[CH:5]=[C:4]([C:11]#[N:12])[CH:3]=1.[N+:13]([CH:16]([CH:19]=O)[CH:17]=O)([O-:15])=[O:14].[Na].Cl. The yield is 0.815. The catalyst is C(O)CC. The product is [C:7]([N:6]1[C:2]2=[N:1][CH:17]=[C:16]([N+:13]([O-:15])=[O:14])[CH:19]=[C:3]2[C:4]([C:11]#[N:12])=[CH:5]1)([CH3:8])([CH3:9])[CH3:10]. (3) The product is [NH2:1][C:2]1[C:11]2[C:6](=[C:7]([C:22]3[CH:23]=[N:24][CH:25]=[CH:26][C:21]=3[CH3:20])[C:8]([F:12])=[CH:9][CH:10]=2)[N:5]=[N:4][C:3]=1[C:14]([NH:16][CH:17]1[CH2:19][CH2:18]1)=[O:15]. No catalyst specified. The yield is 0.620. The reactants are [NH2:1][C:2]1[C:11]2[C:6](=[C:7](I)[C:8]([F:12])=[CH:9][CH:10]=2)[N:5]=[N:4][C:3]=1[C:14]([NH:16][CH:17]1[CH2:19][CH2:18]1)=[O:15].[CH3:20][C:21]1[CH:26]=[CH:25][N:24]=[CH:23][C:22]=1B(O)O. (4) The reactants are [Si:1]([O:8][CH:9]([CH:28]1[CH2:36][C:35]2[C:30](=[CH:31][CH:32]=[C:33]([C:37]3[CH:42]=[CH:41][CH:40]=[CH:39][CH:38]=3)[CH:34]=2)[CH2:29]1)[C:10]1[O:11][C:12]([Sn](CCCC)(CCCC)CCCC)=[CH:13][N:14]=1)([C:4]([CH3:7])([CH3:6])[CH3:5])([CH3:3])[CH3:2].Br[C:44]1[N:49]=[C:48]([C:50]([O:52][CH3:53])=[O:51])[CH:47]=[CH:46][CH:45]=1. No catalyst specified. The product is [Si:1]([O:8][CH:9]([CH:28]1[CH2:36][C:35]2[C:30](=[CH:31][CH:32]=[C:33]([C:37]3[CH:42]=[CH:41][CH:40]=[CH:39][CH:38]=3)[CH:34]=2)[CH2:29]1)[C:10]1[O:11][C:12]([C:44]2[N:49]=[C:48]([C:50]([O:52][CH3:53])=[O:51])[CH:47]=[CH:46][CH:45]=2)=[CH:13][N:14]=1)([C:4]([CH3:6])([CH3:7])[CH3:5])([CH3:2])[CH3:3]. The yield is 0.900. (5) The reactants are Br[C:2]1[CH:3]=[C:4]([N:8]2[C:16]3[C:11](=[CH:12][C:13]([CH2:17][NH:18][C:19](=[O:21])[CH3:20])=[CH:14][CH:15]=3)[C:10]([C:22]([O:24][CH3:25])=[O:23])=[N:9]2)[CH:5]=[CH:6][CH:7]=1.[C:26]([C@:28]1([OH:35])[CH2:32][CH2:31][N:30]([CH3:33])[C:29]1=[O:34])#[CH:27]. No catalyst specified. The product is [C:19]([NH:18][CH2:17][C:13]1[CH:12]=[C:11]2[C:16](=[CH:15][CH:14]=1)[N:8]([C:4]1[CH:5]=[CH:6][CH:7]=[C:2]([C:27]#[C:26][C@:28]3([OH:35])[CH2:32][CH2:31][N:30]([CH3:33])[C:29]3=[O:34])[CH:3]=1)[N:9]=[C:10]2[C:22]([O:24][CH3:25])=[O:23])(=[O:21])[CH3:20]. The yield is 0.490. (6) The reactants are Br[C:2]1[CH:3]=[C:4]([O:10]C)[C:5]([O:8]C)=[N:6][CH:7]=1.[C:12]([C:14]1[CH:19]=[CH:18][C:17](B(O)O)=[CH:16][CH:15]=1)#[N:13].C([O-])([O-])=O.[K+].[K+]. The catalyst is O1CCOCC1.O.C1C=CC([P]([Pd]([P](C2C=CC=CC=2)(C2C=CC=CC=2)C2C=CC=CC=2)([P](C2C=CC=CC=2)(C2C=CC=CC=2)C2C=CC=CC=2)[P](C2C=CC=CC=2)(C2C=CC=CC=2)C2C=CC=CC=2)(C2C=CC=CC=2)C2C=CC=CC=2)=CC=1. The product is [C:12]([C:14]1[CH:19]=[CH:18][C:17]([N:6]2[CH:7]=[CH:2][CH:3]=[C:4]([OH:10])[C:5]2=[O:8])=[CH:16][CH:15]=1)#[N:13]. The yield is 0.780. (7) The reactants are [C:1]1([N:7]2[N:11]=[N:10][C:9]([C:12]([O:14]CC)=[O:13])=[N:8]2)[CH:6]=[CH:5][CH:4]=[CH:3][CH:2]=1.[OH-].[Na+]. The catalyst is CCO.O. The product is [C:1]1([N:7]2[N:11]=[N:10][C:9]([C:12]([OH:14])=[O:13])=[N:8]2)[CH:2]=[CH:3][CH:4]=[CH:5][CH:6]=1. The yield is 0.550. (8) The reactants are [Cl:1][C:2]1[C:7]([C:8]2[C:9](=[O:21])[N:10]([CH2:19][CH3:20])[C:11]3[C:16]([CH:17]=2)=[CH:15][N:14]=[C:13](Cl)[CH:12]=3)=[CH:6][C:5]([NH:22][C:23]([NH:25][C:26]2[CH:31]=[CH:30][C:29]([F:32])=[C:28]([CH2:33][N:34]3[CH2:39][CH2:38][O:37][CH2:36][CH2:35]3)[CH:27]=2)=[O:24])=[C:4]([F:40])[CH:3]=1.C([O-])([O-])=O.[K+].[K+].[CH:47]([NH2:49])=[O:48].CCOC(C)=O. The catalyst is O1CCOCC1.CC(C1C=C(C(C)C)C(C2C(P(C3CCCCC3)C3CCCCC3)=C(OC)C=CC=2OC)=C(C(C)C)C=1)C.C1C=[C-]C(CCN)=CC=1.Cl[Pd+].CN(C=O)C. The product is [Cl:1][C:2]1[CH:3]=[C:4]([F:40])[C:5]([NH:22][C:23]([NH:25][C:26]2[CH:31]=[CH:30][C:29]([F:32])=[C:28]([CH2:33][N:34]3[CH2:39][CH2:38][O:37][CH2:36][CH2:35]3)[CH:27]=2)=[O:24])=[CH:6][C:7]=1[C:8]1[C:9](=[O:21])[N:10]([CH2:19][CH3:20])[C:11]2[C:16]([CH:17]=1)=[CH:15][N:14]=[C:13]([NH:49][CH:47]=[O:48])[CH:12]=2. The yield is 0.200. (9) The reactants are [N:1]1([C:7]2[S:8]/[C:9](=[CH:13]\[C:14]3[CH:19]=[CH:18][C:17]([F:20])=[CH:16][C:15]=3[OH:21])/[C:10](=[O:12])[N:11]=2)[CH2:6][CH2:5][CH2:4][CH2:3][NH:2]1.C(=O)([O-])[O-].[K+].[K+].[N:28]1([C:34]([Cl:36])=[O:35])[CH2:33][CH2:32][CH2:31][CH2:30][CH2:29]1. The catalyst is C(#N)C. The product is [ClH:36].[N:28]1([C:34]([O:21][C:15]2[CH:16]=[C:17]([F:20])[CH:18]=[CH:19][C:14]=2/[CH:13]=[C:9]2\[C:10](=[O:12])[N:11]=[C:7]([N:1]3[CH2:6][CH2:5][CH2:4][CH2:3][NH:2]3)[S:8]\2)=[O:35])[CH2:33][CH2:32][CH2:31][CH2:30][CH2:29]1. The yield is 0.600. (10) The reactants are [Cl:1][C:2]1[CH:10]=[C:9]2[C:5]([CH:6]=[CH:7][NH:8]2)=[CH:4][C:3]=1B1OCC(C)(C)CO1.[C:19](=[O:22])([O-])[O-].[K+].[K+].Br[C:26]1[CH:31]=[CH:30][C:29]([CH:32]2[CH2:36][CH2:35][N:34]([CH3:37])[CH2:33]2)=[CH:28][CH:27]=1. The catalyst is O1CCOCC1.CN(C=O)C.C1C=CC(P(C2C=CC=CC=2)[C-]2C=CC=C2)=CC=1.C1C=CC(P(C2C=CC=CC=2)[C-]2C=CC=C2)=CC=1.Cl[Pd]Cl.[Fe+2]. The product is [Cl:1][C:2]1[CH:10]=[C:9]2[C:5]([C:6]([CH:19]=[O:22])=[CH:7][NH:8]2)=[CH:4][C:3]=1[C:26]1[CH:27]=[CH:28][C:29]([CH:32]2[CH2:36][CH2:35][N:34]([CH3:37])[CH2:33]2)=[CH:30][CH:31]=1. The yield is 0.160.